Dataset: Human liver microsome stability data. Task: Regression/Classification. Given a drug SMILES string, predict its absorption, distribution, metabolism, or excretion properties. Task type varies by dataset: regression for continuous measurements (e.g., permeability, clearance, half-life) or binary classification for categorical outcomes (e.g., BBB penetration, CYP inhibition). Dataset: hlm. (1) The molecule is O=C(CN1CCC(N2C(=O)OCc3c(F)cccc32)CC1)Nc1ccc(Oc2ccccc2)cc1. The result is 0 (unstable in human liver microsomes). (2) The molecule is Nc1ncnc2c1c(Oc1cc(C(F)(F)F)ccn1)nn2[C@H]1CC[C@@H](N)CC1. The result is 0 (unstable in human liver microsomes).